This data is from Forward reaction prediction with 1.9M reactions from USPTO patents (1976-2016). The task is: Predict the product of the given reaction. The product is: [CH2:1]([O:8][C:9]([N:11]([CH2:16][CH2:17][C:18]([NH2:20])=[O:19])[CH2:12][CH2:13][CH2:14][Br:22])=[O:10])[C:2]1[CH:7]=[CH:6][CH:5]=[CH:4][CH:3]=1. Given the reactants [CH2:1]([O:8][C:9]([N:11]([CH2:16][CH2:17][C:18]([NH2:20])=[O:19])[CH2:12][CH2:13][CH2:14]O)=[O:10])[C:2]1[CH:7]=[CH:6][CH:5]=[CH:4][CH:3]=1.C(Br)(Br)(Br)[Br:22].C1(P(C2C=CC=CC=2)C2C=CC=CC=2)C=CC=CC=1.O, predict the reaction product.